From a dataset of Forward reaction prediction with 1.9M reactions from USPTO patents (1976-2016). Predict the product of the given reaction. (1) Given the reactants [NH2:1][C:2]1[C:3]([O:13][CH3:14])=[C:4]([C:9]([F:12])=[CH:10][CH:11]=1)[C:5]([O:7][CH3:8])=[O:6].N1C=CC=CC=1.[CH2:21]([S:24](Cl)(=[O:26])=[O:25])[CH2:22][CH3:23], predict the reaction product. The product is: [F:12][C:9]1[C:4]([C:5]([O:7][CH3:8])=[O:6])=[C:3]([O:13][CH3:14])[C:2]([NH:1][S:24]([CH2:21][CH2:22][CH3:23])(=[O:26])=[O:25])=[CH:11][CH:10]=1. (2) The product is: [CH3:26][O:25][C:21]1[CH:20]=[C:19]([C:2](=[O:1])[CH2:3][O:4][C:5]2[CH:18]=[CH:17][C:8]([CH2:9][CH:10]3[S:14][C:13](=[O:15])[NH:12][C:11]3=[O:16])=[CH:7][CH:6]=2)[CH:24]=[CH:23][CH:22]=1. Given the reactants [OH:1][CH:2]([C:19]1[CH:24]=[CH:23][CH:22]=[C:21]([O:25][CH3:26])[CH:20]=1)[CH2:3][O:4][C:5]1[CH:18]=[CH:17][C:8]([CH2:9][CH:10]2[S:14][C:13](=[O:15])[NH:12][C:11]2=[O:16])=[CH:7][CH:6]=1.CS(C)=O.O=P12OP3(OP(OP(O3)(O1)=O)(=O)O2)=O.C(N(CC)CC)C, predict the reaction product.